This data is from Forward reaction prediction with 1.9M reactions from USPTO patents (1976-2016). The task is: Predict the product of the given reaction. (1) Given the reactants [CH3:1][O:2][C:3]([C:5]1[C:10](Br)=[CH:9][N:8]=[C:7]([S:12][CH3:13])[N:6]=1)=[O:4].[Na+].[C:15]1([S:21]([O-:23])=[O:22])[CH:20]=[CH:19][CH:18]=[CH:17][CH:16]=1, predict the reaction product. The product is: [CH3:1][O:2][C:3]([C:5]1[C:10]([S:21]([C:15]2[CH:20]=[CH:19][CH:18]=[CH:17][CH:16]=2)(=[O:23])=[O:22])=[CH:9][N:8]=[C:7]([S:12][CH3:13])[N:6]=1)=[O:4]. (2) Given the reactants CN1CCOCC1.ClC1N=C(OC)N=C(OC)N=1.[Cl:19][C:20]1[CH:25]=[CH:24][C:23]([C:26]2[C:31]([F:32])=[CH:30][N:29]([CH2:33][CH2:34][C@@:35]([CH3:43])([S:39]([CH3:42])(=[O:41])=[O:40])[C:36](O)=[O:37])[C:28](=[O:44])[CH:27]=2)=[C:22]([F:45])[CH:21]=1.[O:46]1[CH2:51][CH2:50][CH2:49][CH2:48][CH:47]1[O:52][NH2:53], predict the reaction product. The product is: [Cl:19][C:20]1[CH:25]=[CH:24][C:23]([C:26]2[C:31]([F:32])=[CH:30][N:29]([CH2:33][CH2:34][C@@:35]([CH3:43])([S:39]([CH3:42])(=[O:41])=[O:40])[C:36]([NH:53][O:52][CH:47]3[CH2:48][CH2:49][CH2:50][CH2:51][O:46]3)=[O:37])[C:28](=[O:44])[CH:27]=2)=[C:22]([F:45])[CH:21]=1.